Dataset: Drug-target binding data from BindingDB using IC50 measurements. Task: Regression. Given a target protein amino acid sequence and a drug SMILES string, predict the binding affinity score between them. We predict pIC50 (pIC50 = -log10(IC50 in M); higher means more potent). Dataset: bindingdb_ic50. The drug is O=C(CC(S)C(F)(F)F)NC(Cc1c[nH]c2ccccc12)C(=O)O. The target protein sequence is PKPKKKQRWTPLEISLEVLVLVLVI. The pIC50 is 6.2.